From a dataset of Forward reaction prediction with 1.9M reactions from USPTO patents (1976-2016). Predict the product of the given reaction. (1) Given the reactants Br[C:2]1[CH:7]=[CH:6][C:5]([CH3:8])=[C:4]([O:9][CH2:10][CH2:11][CH2:12][O:13][CH3:14])[CH:3]=1.CN1CCOCC1.C([Li])CCC.CCCCCC.[Mg+2].[Br-].[Br-].BrCCBr.[N:40]([C@H:43]([C@@H:51]1[CH2:55][C@@H:54]([CH:56]([CH3:58])[CH3:57])[C:53](=[O:59])[O:52]1)[CH2:44][C@@H:45]([CH:48]([CH3:50])[CH3:49])[CH:46]=[O:47])=[N+:41]=[N-:42], predict the reaction product. The product is: [N:40]([C@H:43]([C@H:51]1[O:52][C:53](=[O:59])[C@H:54]([CH:56]([CH3:58])[CH3:57])[CH2:55]1)[CH2:44][C@H:45]([CH:46]([OH:47])[C:2]1[CH:7]=[CH:6][C:5]([CH3:8])=[C:4]([O:9][CH2:10][CH2:11][CH2:12][O:13][CH3:14])[CH:3]=1)[CH:48]([CH3:50])[CH3:49])=[N+:41]=[N-:42]. (2) The product is: [CH3:25][C:15]1[CH:20]=[CH:19][C:18]([S:21]([O:4][CH2:3][C:2]([F:7])([F:1])[CH2:5][OH:6])(=[O:23])=[O:22])=[CH:17][CH:16]=1. Given the reactants [F:1][C:2]([F:7])([CH2:5][OH:6])[CH2:3][OH:4].C(N(CC)CC)C.[C:15]1([CH3:25])[CH:20]=[CH:19][C:18]([S:21](Cl)(=[O:23])=[O:22])=[CH:17][CH:16]=1.O, predict the reaction product. (3) Given the reactants [Cl:1][C:2]1[CH:7]=[CH:6][C:5]([C:8]2([OH:28])[C:16]3[C:11](=[CH:12][CH:13]=[CH:14][CH:15]=3)[C:10](=[O:17])[N:9]2[CH2:18][C:19]2[CH:24]=[CH:23][C:22]([N+:25]([O-:27])=[O:26])=[CH:21][CH:20]=2)=[CH:4][CH:3]=1.[C@@H:29]1([CH2:37]O)[CH2:34][CH2:33][CH2:32][CH2:31][C@@H:30]1[CH2:35][OH:36], predict the reaction product. The product is: [Cl:1][C:2]1[CH:7]=[CH:6][C:5]([C:8]2([O:28][CH2:37][CH:29]3[CH2:34][CH2:33][CH2:32][CH2:31][CH:30]3[CH2:35][OH:36])[C:16]3[C:11](=[CH:12][CH:13]=[CH:14][CH:15]=3)[C:10](=[O:17])[N:9]2[CH2:18][C:19]2[CH:24]=[CH:23][C:22]([N+:25]([O-:27])=[O:26])=[CH:21][CH:20]=2)=[CH:4][CH:3]=1. (4) Given the reactants Br[C:2]1[CH:11]=[CH:10][C:9]2[C:4](=[CH:5][CH:6]=[C:7]([N:12]([C:19]3[CH:24]=[CH:23][CH:22]=[CH:21][CH:20]=3)[C:13]3[CH:18]=[CH:17][CH:16]=[CH:15][CH:14]=3)[CH:8]=2)[CH:3]=1.C([Li])CCC.[B:30](OC(C)C)([O:35]C(C)C)[O:31]C(C)C.Cl, predict the reaction product. The product is: [C:13]1([N:12]([C:7]2[CH:8]=[C:9]3[C:4](=[CH:5][CH:6]=2)[CH:3]=[C:2]([B:30]([OH:35])[OH:31])[CH:11]=[CH:10]3)[C:19]2[CH:20]=[CH:21][CH:22]=[CH:23][CH:24]=2)[CH:14]=[CH:15][CH:16]=[CH:17][CH:18]=1. (5) Given the reactants [Cl:1][C:2]1[C:3]([C:11]#[N:12])=[C:4]([C:8]([OH:10])=O)[NH:5][C:6]=1[CH3:7].ClC1C=C(C([NH:22][C@H:23]2[CH2:28][CH2:27][N:26]([C:29]([O:31][CH2:32][CH3:33])=[O:30])[CH2:25][C@H:24]2[O:34][CH2:35][CH2:36][CH3:37])=O)NC=1C.ON1C2C=CC=CC=2N=N1.CN1CCOCC1, predict the reaction product. The product is: [Cl:1][C:2]1[C:3]([C:11]#[N:12])=[C:4]([C:8]([NH:22][C@@H:23]2[CH2:28][CH2:27][N:26]([C:29]([O:31][CH2:32][CH3:33])=[O:30])[CH2:25][C@@H:24]2[O:34][CH2:35][CH2:36][CH3:37])=[O:10])[NH:5][C:6]=1[CH3:7]. (6) Given the reactants Br[C:2]1[CH:3]=[C:4]([C:8]2[N:9]([CH3:17])[C:10]3[C:15]([CH:16]=2)=[CH:14][CH:13]=[CH:12][CH:11]=3)[CH:5]=[N:6][CH:7]=1.[B:18]1([B:18]2[O:22][C:21]([CH3:24])([CH3:23])[C:20]([CH3:26])([CH3:25])[O:19]2)[O:22][C:21]([CH3:24])([CH3:23])[C:20]([CH3:26])([CH3:25])[O:19]1.CC([O-])=O.[K+], predict the reaction product. The product is: [CH3:17][N:9]1[C:10]2[C:15](=[CH:14][CH:13]=[CH:12][CH:11]=2)[CH:16]=[C:8]1[C:4]1[CH:5]=[N:6][CH:7]=[C:2]([B:18]2[O:22][C:21]([CH3:24])([CH3:23])[C:20]([CH3:26])([CH3:25])[O:19]2)[CH:3]=1. (7) Given the reactants [N+:1]([C:4]1[CH:5]=[CH:6][CH:7]=[C:8]2[C:13]=1[N:12]=[CH:11][NH:10][C:9]2=O)([O-:3])=[O:2].P(Cl)(Cl)(Cl)(Cl)[Cl:16], predict the reaction product. The product is: [Cl:16][C:9]1[C:8]2[C:13](=[C:4]([N+:1]([O-:3])=[O:2])[CH:5]=[CH:6][CH:7]=2)[N:12]=[CH:11][N:10]=1. (8) Given the reactants [CH2:1]([N:8]1[CH2:12][C:11](=[O:13])[CH:10](C(OCC)=O)[CH:9]1[CH3:19])[C:2]1[CH:7]=[CH:6][CH:5]=[CH:4][CH:3]=1.C(=O)([O-])[O-].[Na+].[Na+], predict the reaction product. The product is: [CH2:1]([N:8]1[CH:9]([CH3:19])[CH2:10][C:11](=[O:13])[CH2:12]1)[C:2]1[CH:3]=[CH:4][CH:5]=[CH:6][CH:7]=1. (9) Given the reactants [CH3:1][O:2][CH2:3][C:4]1[N:5]=[C:6]([NH:18][C:19](=[O:21])[CH3:20])[S:7][C:8]=1[C:9]1[S:10][C:11]2[CH:12]=[N:13][CH:14]=[CH:15][C:16]=2[N:17]=1.C([O-])([O-])=O.[Cs+].[Cs+].[Cl:28][C:29]1[CH:30]=[C:31]([CH:48]=[CH:49][CH:50]=1)[CH2:32][CH:33]1[CH2:35][N@@:34]1S(C1C=CC([N+]([O-])=O)=CC=1)(=O)=O.C([O-])([O-])=O.[K+].[K+].SCCO, predict the reaction product. The product is: [NH2:34][C@@H:33]([CH2:32][C:31]1[CH:48]=[CH:49][CH:50]=[C:29]([Cl:28])[CH:30]=1)[CH2:35][N:18]([C:6]1[S:7][C:8]([C:9]2[S:10][C:11]3[CH:12]=[N:13][CH:14]=[CH:15][C:16]=3[N:17]=2)=[C:4]([CH2:3][O:2][CH3:1])[N:5]=1)[C:19](=[O:21])[CH3:20].